Dataset: Full USPTO retrosynthesis dataset with 1.9M reactions from patents (1976-2016). Task: Predict the reactants needed to synthesize the given product. (1) Given the product [Br:1][C:2]1[C:7]([NH:8][S:18]([C:13]2[CH:14]=[CH:15][C:16]([Cl:17])=[C:11]([CH3:10])[CH:12]=2)(=[O:19])=[O:20])=[CH:6][C:5]([Cl:9])=[CH:4][N:3]=1, predict the reactants needed to synthesize it. The reactants are: [Br:1][C:2]1[C:7]([NH2:8])=[CH:6][C:5]([Cl:9])=[CH:4][N:3]=1.[CH3:10][C:11]1[CH:12]=[C:13]([S:18](Cl)(=[O:20])=[O:19])[CH:14]=[CH:15][C:16]=1[Cl:17]. (2) Given the product [F:21][C:19]1[CH:18]=[CH:17][C:16]([N+:22]([O-:24])=[O:23])=[C:15]([CH:9]([C:7]#[N:8])[C:10]([O:12][CH3:13])=[O:11])[CH:20]=1, predict the reactants needed to synthesize it. The reactants are: C(=O)([O-])[O-].[K+].[K+].[C:7]([CH2:9][C:10]([O:12][CH3:13])=[O:11])#[N:8].F[C:15]1[CH:20]=[C:19]([F:21])[CH:18]=[CH:17][C:16]=1[N+:22]([O-:24])=[O:23].Cl. (3) The reactants are: [C:1]([C:5]1[CH:9]=[C:8]([C:10]([O:12]CC)=[O:11])[N:7]([CH2:15][C:16]([N:18]([CH3:20])[CH3:19])=[O:17])[N:6]=1)([CH3:4])([CH3:3])[CH3:2].[OH-].[Li+]. Given the product [C:1]([C:5]1[CH:9]=[C:8]([C:10]([OH:12])=[O:11])[N:7]([CH2:15][C:16]([N:18]([CH3:20])[CH3:19])=[O:17])[N:6]=1)([CH3:4])([CH3:2])[CH3:3], predict the reactants needed to synthesize it. (4) Given the product [K+:49].[C:39]([O:38][C:36]([NH:35][CH:27]([CH2:28][CH2:29][CH2:30][CH2:31][CH2:32][CH:33]=[CH2:34])[C:26]([N:6]1[CH2:7][CH:8]([O:10][C:11]2[C:12]3[S:25][CH:24]=[CH:23][C:13]=3[N:14]=[C:15]([C:17]3[N:18]([CH3:22])[N:19]=[CH:20][CH:21]=3)[N:16]=2)[CH2:9][CH:5]1[C:3]([O-:4])=[O:2])=[O:43])=[O:37])([CH3:42])([CH3:41])[CH3:40], predict the reactants needed to synthesize it. The reactants are: C[O:2][C:3]([CH:5]1[CH2:9][CH:8]([O:10][C:11]2[C:12]3[S:25][CH:24]=[CH:23][C:13]=3[N:14]=[C:15]([C:17]3[N:18]([CH3:22])[N:19]=[CH:20][CH:21]=3)[N:16]=2)[CH2:7][N:6]1[C:26](=[O:43])[CH:27]([NH:35][C:36]([O:38][C:39]([CH3:42])([CH3:41])[CH3:40])=[O:37])[CH2:28][CH2:29][CH2:30][CH2:31][CH2:32][CH:33]=[CH2:34])=[O:4].C[Si](C)(C)[O-].[K+:49]. (5) Given the product [Cl-:15].[CH2:16]([N+:4]1([CH:25]=[CH2:26])[C:5]2[C:14](=[C:13]3[C:8](=[CH:7][CH:6]=2)[N:9]=[CH:10][CH:11]=[CH:12]3)[CH:1]=[CH:2][CH2:3]1)[C:17]1[CH:24]=[CH:23][CH:20]=[CH:19][CH:18]=1, predict the reactants needed to synthesize it. The reactants are: [CH:1]1[C:14]2[C:5](=[CH:6][CH:7]=[C:8]3[C:13]=2[CH:12]=[CH:11][CH:10]=[N:9]3)[N:4]=[CH:3][CH:2]=1.[Cl:15][CH2:16][C:17]1[CH:24]=[CH:23][C:20](C=C)=[CH:19][CH:18]=1.[CH3:25][C:26]#N. (6) Given the product [NH2:1][C:2]1[C:3]([O:15][CH3:14])=[N:4][C:5]2[C:10]([N:11]=1)=[CH:9][C:8]([CH3:12])=[CH:7][CH:6]=2, predict the reactants needed to synthesize it. The reactants are: [NH2:1][C:2]1[C:3](Cl)=[N:4][C:5]2[C:10]([N:11]=1)=[CH:9][C:8]([CH3:12])=[CH:7][CH:6]=2.[CH3:14][O-:15].[Na+].